Task: Predict the reactants needed to synthesize the given product.. Dataset: Full USPTO retrosynthesis dataset with 1.9M reactions from patents (1976-2016) Given the product [N+:2]([C:5]1[CH:6]=[CH:7][C:8]([CH2:11][CH2:12][NH:13][CH2:27][C:26]2[CH:29]=[CH:30][C:23]([N+:20]([O-:22])=[O:21])=[CH:24][CH:25]=2)=[CH:9][CH:10]=1)([O-:4])=[O:3], predict the reactants needed to synthesize it. The reactants are: Cl.[N+:2]([C:5]1[CH:10]=[CH:9][C:8]([CH2:11][CH2:12][NH2:13])=[CH:7][CH:6]=1)([O-:4])=[O:3].C(=O)([O-])[O-].[Na+].[Na+].[N+:20]([C:23]1[CH:30]=[CH:29][C:26]([CH2:27]Br)=[CH:25][CH:24]=1)([O-:22])=[O:21].CN(C)C=O.O.